Dataset: HIV replication inhibition screening data with 41,000+ compounds from the AIDS Antiviral Screen. Task: Binary Classification. Given a drug SMILES string, predict its activity (active/inactive) in a high-throughput screening assay against a specified biological target. (1) The compound is Cc1cccc2c1CC(Cc1ccccc1C(=O)O)C2=O. The result is 0 (inactive). (2) The drug is CNc1nc2n(CCO)c(-c3ccccc3)c(-c3ccccc3)nc-2c(=O)n1.Cl. The result is 0 (inactive). (3) The compound is N=C(N)n1nc2c(c1O)CCC2. The result is 0 (inactive).